From a dataset of CYP2C9 inhibition data for predicting drug metabolism from PubChem BioAssay. Regression/Classification. Given a drug SMILES string, predict its absorption, distribution, metabolism, or excretion properties. Task type varies by dataset: regression for continuous measurements (e.g., permeability, clearance, half-life) or binary classification for categorical outcomes (e.g., BBB penetration, CYP inhibition). Dataset: cyp2c9_veith. (1) The molecule is CC(C)(C)NC[C@H](O)COc1cccc2c1CCC(=O)N2. The result is 0 (non-inhibitor). (2) The compound is COc1ccc(C(=O)N2CCC3(CC2)CN(C(=O)NC(C)C)C3)cc1. The result is 0 (non-inhibitor). (3) The compound is Cc1cc(/C=N/n2cnnc2)c(C)n1-c1ccc(OCc2ccccc2F)cc1. The result is 1 (inhibitor). (4) The molecule is C[C@@H](C(=O)Cc1ccc2ccccc2c1)[C@@H]1C[C@@]1(C)[C@@H](NP(=O)(c1ccccc1)c1ccccc1)c1ccccc1. The result is 1 (inhibitor). (5) The molecule is Cc1ccccc1-c1ccc2ncnc(N(C)Cc3ccco3)c2c1. The result is 0 (non-inhibitor). (6) The compound is Cc1oc(-c2ccccc2)cc1C(=O)Nc1ccc2ccccc2c1. The result is 0 (non-inhibitor). (7) The molecule is CN(C)Cc1ccccc1-c1cc(-n2ccnc2)ncn1. The result is 0 (non-inhibitor). (8) The compound is N[C@@](CCc1ccccc1)(C(=O)O)c1ccccc1. The result is 0 (non-inhibitor).